From a dataset of Full USPTO retrosynthesis dataset with 1.9M reactions from patents (1976-2016). Predict the reactants needed to synthesize the given product. Given the product [CH:17]1([C:24]2[CH:32]=[CH:31][C:27]([C:28]([O:39][CH3:1])=[S:29])=[CH:26][CH:25]=2)[CH2:23][CH2:22][CH2:21][CH2:20][CH2:19][CH2:18]1, predict the reactants needed to synthesize it. The reactants are: [CH:1]1(SC2C=CC(CN)=CC=2)CCCCCC1.[CH:17]1([C:24]2[CH:32]=[CH:31][C:27]([C:28](N)=[S:29])=[CH:26][CH:25]=2)[CH2:23][CH2:22][CH2:21][CH2:20][CH2:19][CH2:18]1.[H-].[Al+3].[Li+].[H-].[H-].[H-].[OH-:39].[Na+].